Dataset: Reaction yield outcomes from USPTO patents with 853,638 reactions. Task: Predict the reaction yield, written as a fraction of the theoretical maximum amount of product (1.0 means a 100% yield; for example, 0.34 means a 34% yield). (1) The reactants are O[Li:2].O.C[O:5][C:6](=[O:46])[CH2:7][C:8]1[CH:45]=[CH:44][CH:43]=[CH:42][C:9]=1[CH2:10][CH2:11][C:12]1[C:17]([C:18]([F:21])([F:20])[F:19])=[CH:16][N:15]=[C:14]([NH:22][C:23]2[CH:28]=[CH:27][C:26]([CH:29]3[CH2:34][CH2:33][CH2:32][N:31]([C:35]([O:37][C:38]([CH3:41])([CH3:40])[CH3:39])=[O:36])[CH2:30]3)=[CH:25][CH:24]=2)[N:13]=1. The catalyst is C1COCC1.O.CO. The product is [C:38]([O:37][C:35]([N:31]1[CH2:32][CH2:33][CH2:34][CH:29]([C:26]2[CH:25]=[CH:24][C:23]([NH:22][C:14]3[N:13]=[C:12]([CH2:11][CH2:10][C:9]4[CH:42]=[CH:43][CH:44]=[CH:45][C:8]=4[CH2:7][C:6]([O-:46])=[O:5])[C:17]([C:18]([F:20])([F:19])[F:21])=[CH:16][N:15]=3)=[CH:28][CH:27]=2)[CH2:30]1)=[O:36])([CH3:41])([CH3:39])[CH3:40].[Li+:2]. The yield is 1.00. (2) The reactants are [CH3:1][C:2]([C:6]1[N:7]=[C:8]([C:11]2[CH:16]=[CH:15][CH:14]=[CH:13][CH:12]=2)[O:9][CH:10]=1)([CH3:5])[CH2:3][NH2:4].[F:17][C:18]([F:34])([F:33])[C:19]1[O:23][N:22]=[C:21]([C:24]2[CH:25]=[N:26][CH:27]=[C:28]([CH:32]=2)[C:29](O)=[O:30])[N:20]=1. No catalyst specified. The product is [CH3:5][C:2]([C:6]1[N:7]=[C:8]([C:11]2[CH:16]=[CH:15][CH:14]=[CH:13][CH:12]=2)[O:9][CH:10]=1)([CH3:1])[CH2:3][NH:4][C:29](=[O:30])[C:28]1[CH:32]=[C:24]([C:21]2[N:20]=[C:19]([C:18]([F:34])([F:33])[F:17])[O:23][N:22]=2)[CH:25]=[N:26][CH:27]=1. The yield is 0.130. (3) The reactants are COC1C=CC(C2CCCOC2[N:15]2[C:23]3[C:18](=[CH:19][C:20]([C:24]4[N:28]=[C:27]([CH2:29][N:30]([CH3:32])[CH3:31])[NH:26][N:25]=4)=[CH:21][CH:22]=3)[CH:17]=[N:16]2)=CC=1.[C:33]1(C)[CH:38]=[CH:37][CH:36]=[CH:35][CH:34]=1.[O:40]1CCOC[CH2:41]1.Cl. No catalyst specified. The product is [CH3:41][O:40][C:33]1[CH:38]=[CH:37][C:36]([C:17]2[C:18]3[C:23](=[CH:22][CH:21]=[C:20]([C:24]4[N:28]=[C:27]([CH2:29][N:30]([CH3:31])[CH3:32])[NH:26][N:25]=4)[CH:19]=3)[NH:15][N:16]=2)=[CH:35][CH:34]=1. The yield is 0.200. (4) The reactants are [OH-].[Na+].Cl[C:4]([O:6][CH2:7][C:8]([Cl:11])([Cl:10])[Cl:9])=[O:5].Cl.[NH2:13][C:14]1[CH:15]=[C:16]([CH:20]=[CH:21][CH:22]=1)[C:17]([OH:19])=[O:18]. No catalyst specified. The product is [Cl:9][C:8]([Cl:11])([Cl:10])[CH2:7][O:6][C:4]([NH:13][C:14]1[CH:15]=[C:16]([CH:20]=[CH:21][CH:22]=1)[C:17]([OH:19])=[O:18])=[O:5]. The yield is 0.870. (5) The reactants are FC(F)(F)C(O)=O.[Cl:8][C:9]1[CH:14]=[CH:13][C:12]([C:15]2([C:35]#[N:36])[CH:19]([CH2:20][C:21]([CH3:24])([CH3:23])[CH3:22])[NH:18][CH:17]([C:25]([OH:27])=O)[CH:16]2[C:28]2[CH:33]=[CH:32][CH:31]=[C:30]([Cl:34])[CH:29]=2)=[C:11]([F:37])[CH:10]=1.CC1(C)[O:43][C@@H:42]([CH2:44][CH2:45][NH2:46])[CH2:41][O:40]1.CN(C(ON1N=NC2C=CC=NC1=2)=[N+](C)C)C.F[P-](F)(F)(F)(F)F.CCN(C(C)C)C(C)C.Cl. The catalyst is C(Cl)Cl.O1CCCC1. The product is [OH:43][C@H:42]([CH2:41][OH:40])[CH2:44][CH2:45][NH:46][C:25]([CH:17]1[CH:16]([C:28]2[CH:33]=[CH:32][CH:31]=[C:30]([Cl:34])[CH:29]=2)[C:15]([C:12]2[CH:13]=[CH:14][C:9]([Cl:8])=[CH:10][C:11]=2[F:37])([C:35]#[N:36])[CH:19]([CH2:20][C:21]([CH3:24])([CH3:23])[CH3:22])[NH:18]1)=[O:27]. The yield is 0.480. (6) The reactants are [CH2:1]([O:3][C:4](=[O:20])[CH2:5][C:6]1[N:10]([C:11]([O:13][C:14]([CH3:17])([CH3:16])[CH3:15])=[O:12])[N:9]=[C:8]([CH:18]=O)[CH:7]=1)[CH3:2].[C:21]1([C:27]([C:41]2[CH:46]=[CH:45][CH:44]=[CH:43][CH:42]=2)([C:35]2[CH:40]=[CH:39][CH:38]=[CH:37][CH:36]=2)[N:28]2[CH2:33][CH2:32][C:31](=[O:34])[CH2:30][CH2:29]2)[CH:26]=[CH:25][CH:24]=[CH:23][CH:22]=1.N1CCCC1. The catalyst is C1C=CC=CC=1. The product is [C:14]([O:13][C:11]([N:10]1[C:6]([CH2:5][C:4]([O:3][CH2:1][CH3:2])=[O:20])=[CH:7][C:8](/[CH:18]=[C:32]2\[CH2:33][N:28]([C:27]([C:35]3[CH:40]=[CH:39][CH:38]=[CH:37][CH:36]=3)([C:21]3[CH:22]=[CH:23][CH:24]=[CH:25][CH:26]=3)[C:41]3[CH:46]=[CH:45][CH:44]=[CH:43][CH:42]=3)[CH2:29][CH2:30][C:31]\2=[O:34])=[N:9]1)=[O:12])([CH3:17])([CH3:16])[CH3:15]. The yield is 0.570.